The task is: Predict which catalyst facilitates the given reaction.. This data is from Catalyst prediction with 721,799 reactions and 888 catalyst types from USPTO. (1) Reactant: [C:1]([C:5]1[N:6]=[N:7][N:8]([CH2:10][C@H:11]([N:18]2[CH2:23][C:22]3[CH:24]=[C:25]([O:28][C:29]4[CH:34]=[CH:33][CH:32]=[CH:31][CH:30]=4)[N:26]=[CH:27][C:21]=3[N:20]=[C:19]2[NH2:35])[CH:12]2[CH2:17][CH2:16][CH2:15][CH2:14][CH2:13]2)[CH:9]=1)([CH3:4])([CH3:3])[CH3:2].C(N(CC)CC)C.[CH3:43][O:44][CH2:45][C:46](Cl)=[O:47]. Product: [C:1]([C:5]1[N:6]=[N:7][N:8]([CH2:10][C@@H:11]([N:18]2[CH2:23][C:22]3[CH:24]=[C:25]([O:28][C:29]4[CH:34]=[CH:33][CH:32]=[CH:31][CH:30]=4)[N:26]=[CH:27][C:21]=3[N:20]=[C:19]2[NH:35][C:46](=[O:47])[CH2:45][O:44][CH3:43])[CH:12]2[CH2:17][CH2:16][CH2:15][CH2:14][CH2:13]2)[CH:9]=1)([CH3:4])([CH3:2])[CH3:3]. The catalyst class is: 2. (2) Reactant: [CH2:1]([O:8][C:9]1[CH:14]=[CH:13][C:12]([F:15])=[CH:11][C:10]=1[C:16]1[C:25]([CH2:26][NH2:27])=[CH:24][C:23]2[C:18](=[C:19]([Cl:28])[CH:20]=[CH:21][CH:22]=2)[N:17]=1)[C:2]1[CH:7]=[CH:6][CH:5]=[CH:4][CH:3]=1.Cl[C:30]1[N:38]=[CH:37][N:36]=[C:35]2[C:31]=1[NH:32][CH:33]=[N:34]2.CCN(C(C)C)C(C)C. Product: [CH2:1]([O:8][C:9]1[CH:14]=[CH:13][C:12]([F:15])=[CH:11][C:10]=1[C:16]1[C:25]([CH2:26][NH:27][C:30]2[N:38]=[CH:37][N:36]=[C:35]3[C:31]=2[N:32]=[CH:33][NH:34]3)=[CH:24][C:23]2[C:18](=[C:19]([Cl:28])[CH:20]=[CH:21][CH:22]=2)[N:17]=1)[C:2]1[CH:3]=[CH:4][CH:5]=[CH:6][CH:7]=1. The catalyst class is: 51. (3) Reactant: [Cl:1][C:2]1[CH:7]=[CH:6][CH:5]=[C:4]([C:8]([F:11])([F:10])[F:9])[CH:3]=1.[Li]CCCC.[CH2:17]1[O:20][CH:18]1[CH3:19]. Product: [Cl:1][C:2]1[CH:7]=[CH:6][CH:5]=[C:4]([C:8]([F:9])([F:10])[F:11])[C:3]=1[CH2:17][CH:18]([OH:20])[CH3:19]. The catalyst class is: 134. (4) Reactant: [Cl:1][C:2]1[CH:3]=[CH:4][CH:5]=[C:6]2[C:10]=1[NH:9][CH:8]=[C:7]2[CH:11]=[O:12].[C:13](O[C:21]([O:23][C:24]([CH3:27])([CH3:26])C)=O)([O:15][C:16]([CH3:19])([CH3:18])[CH3:17])=[O:14].[C:28](#[N:30])[CH3:29]. Product: [Cl:1][C:2]1[CH:3]=[CH:4][CH:5]=[C:6]2[C:10]=1[N:9]([C:13]([O:15][C:16]([CH3:19])([CH3:18])[CH3:17])=[O:14])[CH:8]=[C:7]2[CH:11]=[O:12].[Cl:1][C:2]1[CH:3]=[CH:4][CH:5]=[C:6]2[C:10]=1[NH:9][CH:8]=[C:7]2[C:11](=[O:12])[CH:28]([NH:30][C:8]1[CH:7]=[CH:11][CH:26]=[C:24]([O:23][CH3:21])[CH:27]=1)[C:29]1[CH:4]=[CH:3][CH:2]=[CH:10][CH:6]=1. The catalyst class is: 142. (5) Reactant: [CH3:1][O:2][C:3]1[CH:8]=[CH:7][C:6]([N:9]2[C:18]3[C:13](=[CH:14][C:15]([F:24])=[C:16]([N:19]4[CH2:23][CH2:22][CH2:21][CH2:20]4)[CH:17]=3)[C:12](=[O:25])[N:11]([O:26]CC3C=CC=CC=3)[C:10]2=[O:34])=[CH:5][CH:4]=1. Product: [CH3:1][O:2][C:3]1[CH:4]=[CH:5][C:6]([N:9]2[C:18]3[C:13](=[CH:14][C:15]([F:24])=[C:16]([N:19]4[CH2:20][CH2:21][CH2:22][CH2:23]4)[CH:17]=3)[C:12](=[O:25])[N:11]([OH:26])[C:10]2=[O:34])=[CH:7][CH:8]=1. The catalyst class is: 45. (6) Reactant: [CH2:1]([O:8][C:9]([N:11]1[CH2:16][CH2:15][C:14]([NH:20][C:21]([O:23][C:24]([CH3:27])([CH3:26])[CH3:25])=[O:22])([C:17]([OH:19])=O)[CH2:13][CH2:12]1)=[O:10])[C:2]1[CH:7]=[CH:6][CH:5]=[CH:4][CH:3]=1.Cl.C(N=C=NCCCN(C)C)C.[CH:40]1([CH2:46][NH2:47])[CH2:45][CH2:44][CH2:43][CH2:42][CH2:41]1.O. Product: [CH2:1]([O:8][C:9]([N:11]1[CH2:12][CH2:13][C:14]([NH:20][C:21](=[O:22])[O:23][C:24]([CH3:26])([CH3:25])[CH3:27])([C:17]([NH:47][CH2:46][CH:40]2[CH2:45][CH2:44][CH2:43][CH2:42][CH2:41]2)=[O:19])[CH2:15][CH2:16]1)=[O:10])[C:2]1[CH:7]=[CH:6][CH:5]=[CH:4][CH:3]=1. The catalyst class is: 9.